From a dataset of NCI-60 drug combinations with 297,098 pairs across 59 cell lines. Regression. Given two drug SMILES strings and cell line genomic features, predict the synergy score measuring deviation from expected non-interaction effect. (1) Drug 1: COC1=C(C=C2C(=C1)N=CN=C2NC3=CC(=C(C=C3)F)Cl)OCCCN4CCOCC4. Drug 2: CCC1(C2=C(COC1=O)C(=O)N3CC4=CC5=C(C=CC(=C5CN(C)C)O)N=C4C3=C2)O.Cl. Cell line: MDA-MB-435. Synergy scores: CSS=24.1, Synergy_ZIP=-3.56, Synergy_Bliss=4.21, Synergy_Loewe=-37.2, Synergy_HSA=4.78. (2) Drug 1: CC1C(C(=O)NC(C(=O)N2CCCC2C(=O)N(CC(=O)N(C(C(=O)O1)C(C)C)C)C)C(C)C)NC(=O)C3=C4C(=C(C=C3)C)OC5=C(C(=O)C(=C(C5=N4)C(=O)NC6C(OC(=O)C(N(C(=O)CN(C(=O)C7CCCN7C(=O)C(NC6=O)C(C)C)C)C)C(C)C)C)N)C. Drug 2: CC12CCC3C(C1CCC2OP(=O)(O)O)CCC4=C3C=CC(=C4)OC(=O)N(CCCl)CCCl.[Na+]. Cell line: A498. Synergy scores: CSS=39.5, Synergy_ZIP=15.4, Synergy_Bliss=17.4, Synergy_Loewe=3.15, Synergy_HSA=16.2. (3) Cell line: OVCAR3. Drug 2: C1=NC2=C(N=C(N=C2N1C3C(C(C(O3)CO)O)F)Cl)N. Synergy scores: CSS=32.7, Synergy_ZIP=-6.86, Synergy_Bliss=-0.786, Synergy_Loewe=1.31, Synergy_HSA=0.481. Drug 1: C1CCN(CC1)CCOC2=CC=C(C=C2)C(=O)C3=C(SC4=C3C=CC(=C4)O)C5=CC=C(C=C5)O. (4) Drug 1: C1CCN(CC1)CCOC2=CC=C(C=C2)C(=O)C3=C(SC4=C3C=CC(=C4)O)C5=CC=C(C=C5)O. Drug 2: CN1C2=C(C=C(C=C2)N(CCCl)CCCl)N=C1CCCC(=O)O.Cl. Cell line: BT-549. Synergy scores: CSS=4.31, Synergy_ZIP=0.490, Synergy_Bliss=7.63, Synergy_Loewe=5.17, Synergy_HSA=5.44. (5) Drug 1: C1=CC(=CC=C1CCCC(=O)O)N(CCCl)CCCl. Drug 2: C(=O)(N)NO. Cell line: A498. Synergy scores: CSS=20.9, Synergy_ZIP=-6.60, Synergy_Bliss=-7.52, Synergy_Loewe=-11.2, Synergy_HSA=-6.44. (6) Drug 1: C1=C(C(=O)NC(=O)N1)N(CCCl)CCCl. Drug 2: C(CCl)NC(=O)N(CCCl)N=O. Cell line: CAKI-1. Synergy scores: CSS=42.5, Synergy_ZIP=-2.06, Synergy_Bliss=-3.05, Synergy_Loewe=-9.70, Synergy_HSA=-2.74. (7) Drug 1: C1CCN(CC1)CCOC2=CC=C(C=C2)C(=O)C3=C(SC4=C3C=CC(=C4)O)C5=CC=C(C=C5)O. Drug 2: C1C(C(OC1N2C=NC3=C(N=C(N=C32)Cl)N)CO)O. Cell line: SK-MEL-5. Synergy scores: CSS=-7.43, Synergy_ZIP=2.88, Synergy_Bliss=0.905, Synergy_Loewe=-6.29, Synergy_HSA=-5.37.